From a dataset of Buchwald-Hartwig C-N cross coupling reaction yields with 55,370 reactions. Predict the reaction yield, written as a fraction of the theoretical maximum amount of product (1.0 means a 100% yield; for example, 0.34 means a 34% yield). (1) The reactants are FC(F)(F)c1ccc(Br)cc1.Cc1ccc(N)cc1.O=S(=O)(O[Pd]1c2ccccc2-c2ccccc2N~1)C(F)(F)F.CC(C)c1cc(C(C)C)c(-c2ccccc2P(C(C)(C)C)C(C)(C)C)c(C(C)C)c1.CCN=P(N=P(N(C)C)(N(C)C)N(C)C)(N(C)C)N(C)C.Cc1ccno1. No catalyst specified. The product is Cc1ccc(Nc2ccc(C(F)(F)F)cc2)cc1. The yield is 0.137. (2) The reactants are COc1ccc(Cl)cc1.Cc1ccc(N)cc1.O=S(=O)(O[Pd]1c2ccccc2-c2ccccc2N~1)C(F)(F)F.COc1ccc(OC)c(P([C@]23C[C@H]4C[C@H](C[C@H](C4)C2)C3)[C@]23C[C@H]4C[C@H](C[C@H](C4)C2)C3)c1-c1c(C(C)C)cc(C(C)C)cc1C(C)C.CCN=P(N=P(N(C)C)(N(C)C)N(C)C)(N(C)C)N(C)C.c1ccc2oncc2c1. No catalyst specified. The product is COc1ccc(Nc2ccc(C)cc2)cc1. The yield is 0.00539. (3) The reactants are CCc1ccc(Br)cc1.Cc1ccc(N)cc1.O=S(=O)(O[Pd]1c2ccccc2-c2ccccc2N~1)C(F)(F)F.COc1ccc(OC)c(P(C(C)(C)C)C(C)(C)C)c1-c1c(C(C)C)cc(C(C)C)cc1C(C)C.CN(C)C(=NC(C)(C)C)N(C)C.c1ccc2nocc2c1. No catalyst specified. The product is CCc1ccc(Nc2ccc(C)cc2)cc1. The yield is 0.0771.